Dataset: Full USPTO retrosynthesis dataset with 1.9M reactions from patents (1976-2016). Task: Predict the reactants needed to synthesize the given product. The reactants are: Br[Zn][CH2:3][C:4]([O:6][CH2:7][CH3:8])=[O:5].[Cl:9][C:10]1[C:11](=[O:20])[C:12]([Cl:19])=[C:13]([Cl:18])[C:14](=[O:17])[C:15]=1[Cl:16].Cl.C(OCC)(=O)C. Given the product [CH2:7]([O:6][C:4](=[O:5])[CH2:3][C:14]1([OH:17])[C:13]([Cl:18])=[C:12]([Cl:19])[C:11](=[O:20])[C:10]([Cl:9])=[C:15]1[Cl:16])[CH3:8], predict the reactants needed to synthesize it.